Predict the reaction yield, written as a fraction of the theoretical maximum amount of product (1.0 means a 100% yield; for example, 0.34 means a 34% yield). From a dataset of Reaction yield outcomes from USPTO patents with 853,638 reactions. (1) The reactants are [CH3:1][O:2][C:3](=[O:29])[NH:4][CH:5]([C:9]([N:11]1[CH2:15][CH2:14][CH2:13][CH:12]1[C:16]1[NH:17][C:18]([C:21]2[CH:26]=[CH:25][C:24]([C:27]#[CH:28])=[CH:23][CH:22]=2)=[CH:19][N:20]=1)=[O:10])[CH:6]([CH3:8])[CH3:7].[C:30]([O:34][C:35]([N:37]1[CH:42]([C:43]2[NH:44][C:45]([C:48]3[CH:53]=[CH:52][C:51](Br)=[CH:50][CH:49]=3)=[CH:46][N:47]=2)[CH:41]2[CH2:55][CH:38]1[CH2:39][CH2:40]2)=[O:36])([CH3:33])([CH3:32])[CH3:31].C(N(CC)CC)C.N#N. The catalyst is CN(C=O)C.C1C=CC([P]([Pd]([P](C2C=CC=CC=2)(C2C=CC=CC=2)C2C=CC=CC=2)([P](C2C=CC=CC=2)(C2C=CC=CC=2)C2C=CC=CC=2)[P](C2C=CC=CC=2)(C2C=CC=CC=2)C2C=CC=CC=2)(C2C=CC=CC=2)C2C=CC=CC=2)=CC=1.[Cu]I.CO.CCOC(C)=O. The product is [C:30]([O:34][C:35]([N:37]1[CH:42]([C:43]2[NH:44][C:45]([C:48]3[CH:53]=[CH:52][C:51]([C:28]#[C:27][C:24]4[CH:25]=[CH:26][C:21]([C:18]5[NH:17][C:16]([CH:12]6[CH2:13][CH2:14][CH2:15][N:11]6[C:9](=[O:10])[CH:5]([NH:4][C:3]([O:2][CH3:1])=[O:29])[CH:6]([CH3:8])[CH3:7])=[N:20][CH:19]=5)=[CH:22][CH:23]=4)=[CH:50][CH:49]=3)=[CH:46][N:47]=2)[CH:41]2[CH2:55][CH:38]1[CH2:39][CH2:40]2)=[O:36])([CH3:33])([CH3:31])[CH3:32]. The yield is 0.540. (2) The reactants are [Cl:1][C:2]1[CH:7]=[CH:6][C:5]([C:8]([F:11])([F:10])[CH3:9])=[CH:4][C:3]=1[F:12].[Li+].CC([N-]C(C)C)C.C(O[B:25]1[O:29][C:28]([CH3:31])([CH3:30])[C:27]([CH3:33])([CH3:32])[O:26]1)(C)C. The catalyst is C1COCC1. The product is [Cl:1][C:2]1[C:3]([F:12])=[C:4]([B:25]2[O:29][C:28]([CH3:31])([CH3:30])[C:27]([CH3:33])([CH3:32])[O:26]2)[C:5]([C:8]([F:10])([F:11])[CH3:9])=[CH:6][CH:7]=1. The yield is 0.870. (3) The product is [C:28]([NH:32][S:33]([C:36]1[CH:41]=[CH:40][C:39]([C:2]2[S:6][C:5]([NH:7][C:8](=[O:14])[CH2:9][C:10]([OH:13])([CH3:12])[CH3:11])=[N:4][C:3]=2[CH2:15][CH:16]2[CH2:21][CH2:20][CH2:19][CH2:18][CH2:17]2)=[CH:38][C:37]=1[C:51]([F:54])([F:52])[F:53])(=[O:34])=[O:35])([CH3:31])([CH3:29])[CH3:30]. The reactants are Br[C:2]1[S:6][C:5]([NH:7][C:8](=[O:14])[CH2:9][C:10]([OH:13])([CH3:12])[CH3:11])=[N:4][C:3]=1[CH2:15][CH:16]1[CH2:21][CH2:20][CH2:19][CH2:18][CH2:17]1.C([O-])([O-])=O.[Cs+].[Cs+].[C:28]([NH:32][S:33]([C:36]1[CH:41]=[CH:40][C:39](B2OC(C)(C)C(C)(C)O2)=[CH:38][C:37]=1[C:51]([F:54])([F:53])[F:52])(=[O:35])=[O:34])([CH3:31])([CH3:30])[CH3:29]. The yield is 0.250. The catalyst is C1(C)C=CC=CC=1.O.C1C=CC([P]([Pd]([P](C2C=CC=CC=2)(C2C=CC=CC=2)C2C=CC=CC=2)([P](C2C=CC=CC=2)(C2C=CC=CC=2)C2C=CC=CC=2)[P](C2C=CC=CC=2)(C2C=CC=CC=2)C2C=CC=CC=2)(C2C=CC=CC=2)C2C=CC=CC=2)=CC=1. (4) The reactants are Cl[C:2]1[CH:3]=[C:4]([O:9][CH3:10])[CH:5]=[C:6]([Cl:8])[CH:7]=1.[Mg].CN(C)[CH:14]=[O:15].CCOC(C)=O. The catalyst is C1COCC1.BrCCBr. The product is [Cl:8][C:6]1[CH:7]=[C:2]([CH:3]=[C:4]([O:9][CH3:10])[CH:5]=1)[CH:14]=[O:15]. The yield is 0.540. (5) The reactants are I([O-])(=O)(=O)=[O:2].[Na+].[C:7]([C:9]1[C:13]([S:14][C:15]([F:18])([F:17])[F:16])=[C:12]([CH3:19])[N:11]([C:20]2[C:25]([Cl:26])=[CH:24][C:23]([C:27]([F:30])([F:29])[F:28])=[CH:22][C:21]=2[Cl:31])[N:10]=1)#[N:8].C(#N)C.[OH2:35]. The catalyst is C(OCC)(=O)C.[Ru](Cl)(Cl)Cl. The product is [C:7]([C:9]1[C:13]([S:14]([C:15]([F:17])([F:16])[F:18])(=[O:2])=[O:35])=[C:12]([CH3:19])[N:11]([C:20]2[C:25]([Cl:26])=[CH:24][C:23]([C:27]([F:29])([F:30])[F:28])=[CH:22][C:21]=2[Cl:31])[N:10]=1)#[N:8]. The yield is 0.680. (6) The catalyst is O1CCOCC1.CN(C=O)C. The reactants are C([O-])([O-])=O.[K+].[K+].Br[C:8]1[C:9]([NH2:24])=[N:10][CH:11]=[C:12]([C:14]2[CH:19]=[CH:18][C:17]([S:20]([CH3:23])(=[O:22])=[O:21])=[CH:16][CH:15]=2)[CH:13]=1.[NH2:25][C:26]([C:28]1[CH:33]=[CH:32][C:31](B(O)O)=[CH:30][CH:29]=1)=[O:27]. The product is [NH2:24][C:9]1[C:8]([C:31]2[CH:32]=[CH:33][C:28]([C:26]([NH2:25])=[O:27])=[CH:29][CH:30]=2)=[CH:13][C:12]([C:14]2[CH:19]=[CH:18][C:17]([S:20]([CH3:23])(=[O:22])=[O:21])=[CH:16][CH:15]=2)=[CH:11][N:10]=1. The yield is 0.560. (7) The reactants are [F:1][C:2]1[CH:7]=[CH:6][C:5]([S:8][CH2:9][CH2:10][CH2:11][C:12]([OH:14])=O)=[CH:4][CH:3]=1.[NH2:15][C:16]1[CH:25]=[CH:24][CH:23]=[C:22]2[C:17]=1[CH:18]=[CH:19][N:20]=[CH:21]2. No catalyst specified. The product is [F:1][C:2]1[CH:3]=[CH:4][C:5]([S:8][CH2:9][CH2:10][CH2:11][C:12]([NH:15][C:16]2[CH:25]=[CH:24][CH:23]=[C:22]3[C:17]=2[CH:18]=[CH:19][N:20]=[CH:21]3)=[O:14])=[CH:6][CH:7]=1. The yield is 0.270. (8) The reactants are [S:1]1[CH:5]=[CH:4][CH:3]=[C:2]1[C:6]1[CH:14]=[CH:13][C:9]([C:10]([OH:12])=O)=[CH:8][CH:7]=1.CCN=C=NCCCN(C)C.Cl.C1C=CC2N(O)N=NC=2C=1.CCN(C(C)C)C(C)C.[NH:46]1[CH2:50][CH2:49][CH2:48][C@H:47]1[CH2:51][N:52]1[CH2:56][CH2:55][CH2:54][CH2:53]1. The catalyst is CN(C=O)C.ClCCl. The product is [N:52]1([CH2:51][C@@H:47]2[CH2:48][CH2:49][CH2:50][N:46]2[C:10]([C:9]2[CH:8]=[CH:7][C:6]([C:2]3[S:1][CH:5]=[CH:4][CH:3]=3)=[CH:14][CH:13]=2)=[O:12])[CH2:56][CH2:55][CH2:54][CH2:53]1. The yield is 0.350.